Predict the reactants needed to synthesize the given product. From a dataset of Full USPTO retrosynthesis dataset with 1.9M reactions from patents (1976-2016). (1) Given the product [F:1][C:2]1[CH:9]=[CH:8][C:5]([CH2:6][NH2:7])=[C:4]([N:10]2[CH2:14][C:13]([CH3:16])([CH3:15])[N:12]([CH3:17])[S:11]2(=[O:19])=[O:18])[CH:3]=1, predict the reactants needed to synthesize it. The reactants are: [F:1][C:2]1[CH:9]=[CH:8][C:5]([C:6]#[N:7])=[C:4]([N:10]2[CH2:14][C:13]([CH3:16])([CH3:15])[N:12]([CH3:17])[S:11]2(=[O:19])=[O:18])[CH:3]=1.Cl. (2) Given the product [CH3:46][C:18]1[CH:17]=[C:16]([N:14]([CH3:15])[C:13]([NH2:12])=[S:47])[CH:21]=[C:20]([CH3:22])[C:19]=1[CH2:23][CH2:24][S:25]([N:28]1[CH2:45][CH2:44][C:31]2([N:35]=[C:34]([CH:36]3[CH2:37][CH2:38][CH:39]([CH3:42])[CH2:40][CH2:41]3)[NH:33][C:32]2=[O:43])[CH2:30][CH2:29]1)(=[O:26])=[O:27], predict the reactants needed to synthesize it. The reactants are: O.NN.C([NH:12][C:13](=[S:47])[N:14]([C:16]1[CH:21]=[C:20]([CH3:22])[C:19]([CH2:23][CH2:24][S:25]([N:28]2[CH2:45][CH2:44][C:31]3([N:35]=[C:34]([CH:36]4[CH2:41][CH2:40][CH:39]([CH3:42])[CH2:38][CH2:37]4)[NH:33][C:32]3=[O:43])[CH2:30][CH2:29]2)(=[O:27])=[O:26])=[C:18]([CH3:46])[CH:17]=1)[CH3:15])(=O)C1C=CC=CC=1. (3) Given the product [CH2:5]1[C:6]2[C:11](=[CH:10][CH:9]=[CH:8][CH:7]=2)[CH2:3][CH:4]1[N:12]1[CH2:13][CH2:14][N:15]([C:28]([C:27]2[CH:31]=[CH:32][CH:33]=[C:25]([C:22]3[N:21]=[C:20]([C:19]([F:34])([F:18])[F:35])[O:24][N:23]=3)[CH:26]=2)=[O:29])[CH2:16][CH2:17]1, predict the reactants needed to synthesize it. The reactants are: Cl.Cl.[CH2:3]1[C:11]2[C:6](=[CH:7][CH:8]=[CH:9][CH:10]=2)[CH2:5][CH:4]1[N:12]1[CH2:17][CH2:16][NH:15][CH2:14][CH2:13]1.[F:18][C:19]([F:35])([F:34])[C:20]1[O:24][N:23]=[C:22]([C:25]2[CH:26]=[C:27]([CH:31]=[CH:32][CH:33]=2)[C:28](O)=[O:29])[N:21]=1.